The task is: Predict the reaction yield, written as a fraction of the theoretical maximum amount of product (1.0 means a 100% yield; for example, 0.34 means a 34% yield).. This data is from Reaction yield outcomes from USPTO patents with 853,638 reactions. (1) The reactants are [H-].[Al+3].[Li+].[H-].[H-].[H-].[NH:7]1[C:15]2[C:10](=[CH:11][CH:12]=[C:13]3[CH2:19][CH2:18][CH2:17][CH2:16][C:14]3=2)[C:9](=O)[C:8]1=O.O.[OH-].[Na+]. The catalyst is O1CCCC1. The product is [NH:7]1[C:15]2[C:10](=[CH:11][CH:12]=[C:13]3[CH2:19][CH2:18][CH2:17][CH2:16][C:14]3=2)[CH:9]=[CH:8]1. The yield is 0.620. (2) The reactants are [Br:1][C:2]1[C:11]([CH3:12])=[CH:10][CH:9]=[CH:8][C:3]=1[C:4](OC)=[O:5].[BH4-].[Li+].C1COCC1. The catalyst is O. The product is [Br:1][C:2]1[C:11]([CH3:12])=[CH:10][CH:9]=[CH:8][C:3]=1[CH2:4][OH:5]. The yield is 0.850. (3) The reactants are [CH2:1]([O:3][C:4](=[O:13])[C:5]([C:11]#[N:12])=[C:6](SC)[S:7][CH3:8])[CH3:2].FC(F)(F)C(O)=O.[CH:21]1([NH:24][C:25](=[O:35])[C:26]2[CH:31]=[CH:30][C:29]([CH3:32])=[C:28]([NH:33][NH2:34])[CH:27]=2)[CH2:23][CH2:22]1.C(N(C(C)C)CC)(C)C. The catalyst is C(O)C. The product is [CH2:1]([O:3][C:4]([C:5]1[C:6]([S:7][CH3:8])=[N:34][N:33]([C:28]2[CH:27]=[C:26]([C:25](=[O:35])[NH:24][CH:21]3[CH2:23][CH2:22]3)[CH:31]=[CH:30][C:29]=2[CH3:32])[C:11]=1[NH2:12])=[O:13])[CH3:2]. The yield is 0.590. (4) The reactants are [OH:1][C@H:2]([CH3:7])[CH2:3][C:4]([OH:6])=O.O.OC1C2N=NNC=2C=CC=1.Cl.C(N=C=NCCCN(C)C)C.FC(F)(F)C(O)=O.[N:38]1([C:44]2[N:52]=[C:51]([C:53]3[CH:54]=[N:55][C:56]([NH2:59])=[N:57][CH:58]=3)[N:50]=[C:49]3[C:45]=2[N:46]=[C:47]([N:65]2[CH2:70][CH2:69][NH:68][CH2:67][CH2:66]2)[N:48]3[CH2:60][C:61]([F:64])([F:63])[F:62])[CH2:43][CH2:42][O:41][CH2:40][CH2:39]1. The catalyst is C(N(CC)CC)C.CN(C)C=O. The product is [NH2:59][C:56]1[N:57]=[CH:58][C:53]([C:51]2[N:50]=[C:49]3[C:45]([N:46]=[C:47]([N:65]4[CH2:70][CH2:69][N:68]([C:4](=[O:6])[CH2:3][C@H:2]([OH:1])[CH3:7])[CH2:67][CH2:66]4)[N:48]3[CH2:60][C:61]([F:62])([F:64])[F:63])=[C:44]([N:38]3[CH2:39][CH2:40][O:41][CH2:42][CH2:43]3)[N:52]=2)=[CH:54][N:55]=1. The yield is 0.480. (5) The reactants are [H-].[Na+].FC(F)(F)C(O)=O.FC(F)(F)C(O)=O.[OH:17][C:18]1[CH:19]=[CH:20][C:21]2[C:22]3[N:23]([CH2:39][CH2:40][N:41]=3)[C:24]([NH:30][C:31]([C:33]3[CH:34]=[N:35][CH:36]=[N:37][CH:38]=3)=[O:32])=[N:25][C:26]=2[C:27]=1[O:28][CH3:29].Cl.Cl[CH2:44][CH2:45][N:46]([CH3:48])[CH3:47]. The catalyst is CN(C=O)C. The product is [CH3:47][N:46]([CH3:48])[CH2:45][CH2:44][O:17][C:18]1[CH:19]=[CH:20][C:21]2[C:22]3[N:23]([CH2:39][CH2:40][N:41]=3)[C:24]([NH:30][C:31]([C:33]3[CH:34]=[N:35][CH:36]=[N:37][CH:38]=3)=[O:32])=[N:25][C:26]=2[C:27]=1[O:28][CH3:29]. The yield is 0.560.